From a dataset of Full USPTO retrosynthesis dataset with 1.9M reactions from patents (1976-2016). Predict the reactants needed to synthesize the given product. (1) Given the product [F:18][C:19]1[CH:20]=[C:21]2[C:26](=[CH:27][CH:28]=1)[N:25]=[C:24]([C:29]([NH:17][CH2:16][C:12]1[CH:13]=[CH:14][CH:15]=[C:10]([O:9][CH2:8][CH2:7][S:6][C:3]3[N:4]=[CH:5][NH:1][N:2]=3)[CH:11]=1)=[O:30])[NH:23][C:22]2=[O:34], predict the reactants needed to synthesize it. The reactants are: [NH:1]1[CH:5]=[N:4][C:3]([S:6][CH2:7][CH2:8][O:9][C:10]2[CH:11]=[C:12]([CH2:16][NH2:17])[CH:13]=[CH:14][CH:15]=2)=[N:2]1.[F:18][C:19]1[CH:20]=[C:21]2[C:26](=[CH:27][CH:28]=1)[N:25]=[C:24]([C:29](OCC)=[O:30])[NH:23][C:22]2=[O:34].C(N(C(C)C)CC)(C)C.C(O)C. (2) Given the product [Br:1][C:2]1[C:3]([O:24][CH3:23])=[CH:4][C:5]([O:11][CH3:15])=[C:6]([CH:10]=1)[C:7]([OH:9])=[O:8], predict the reactants needed to synthesize it. The reactants are: [Br:1][C:2]1[C:3](O)=[CH:4][C:5]([OH:11])=[C:6]([CH:10]=1)[C:7]([OH:9])=[O:8].IC.[C:15](=O)([O-])[O-].[Cs+].[Cs+].CN(C)[CH:23]=[O:24]. (3) Given the product [OH:8][C:9]1[CH:10]=[CH:11][C:12]([N:15]2[CH2:34][CH2:33][C:18]3([O:23][CH2:22][C:21](=[O:24])[N:20]([C:25]4[CH:30]=[CH:29][C:28]([O:31][CH3:32])=[CH:27][CH:26]=4)[CH2:19]3)[CH2:17][CH2:16]2)=[CH:13][CH:14]=1, predict the reactants needed to synthesize it. The reactants are: C([O:8][C:9]1[CH:14]=[CH:13][C:12]([N:15]2[CH2:34][CH2:33][C:18]3([O:23][CH2:22][C:21](=[O:24])[N:20]([C:25]4[CH:30]=[CH:29][C:28]([O:31][CH3:32])=[CH:27][CH:26]=4)[CH2:19]3)[CH2:17][CH2:16]2)=[CH:11][CH:10]=1)C1C=CC=CC=1.[H][H]. (4) Given the product [CH3:1][O:2][C:3](=[O:38])[CH2:4][N:5]([C:11]1[CH:16]=[CH:15][C:14]([F:17])=[CH:13][C:12]=1[O:18][CH2:19][CH2:20][O:21][C:22]1[CH:27]=[C:26]([N+:39]([O-:41])=[O:40])[CH:25]=[CH:24][C:23]=1[NH:28][CH:29]([C:34]([O:36][CH3:37])=[O:35])[C:30]([O:32][CH3:33])=[O:31])[CH2:6][C:7]([O:9][CH3:10])=[O:8], predict the reactants needed to synthesize it. The reactants are: [CH3:1][O:2][C:3](=[O:38])[CH2:4][N:5]([C:11]1[CH:16]=[CH:15][C:14]([F:17])=[CH:13][C:12]=1[O:18][CH2:19][CH2:20][O:21][C:22]1[CH:27]=[CH:26][CH:25]=[CH:24][C:23]=1[NH:28][CH:29]([C:34]([O:36][CH3:37])=[O:35])[C:30]([O:32][CH3:33])=[O:31])[CH2:6][C:7]([O:9][CH3:10])=[O:8].[N+:39]([O-])([OH:41])=[O:40].S(=O)(=O)(O)O. (5) Given the product [C:2]1([C:23]2[CH:28]=[CH:27][CH:26]=[CH:25][CH:24]=2)[CH:7]=[CH:6][CH:5]=[C:4]([S:8]([NH:11][C:12]2[CH:21]=[CH:20][C:15]([C:16]([O:18][CH3:19])=[O:17])=[C:14]([OH:22])[CH:13]=2)(=[O:10])=[O:9])[CH:3]=1, predict the reactants needed to synthesize it. The reactants are: Br[C:2]1[CH:3]=[C:4]([S:8]([NH:11][C:12]2[CH:21]=[CH:20][C:15]([C:16]([O:18][CH3:19])=[O:17])=[C:14]([OH:22])[CH:13]=2)(=[O:10])=[O:9])[CH:5]=[CH:6][CH:7]=1.[C:23]1(B(O)O)[CH:28]=[CH:27][CH:26]=[CH:25][CH:24]=1.